This data is from Catalyst prediction with 721,799 reactions and 888 catalyst types from USPTO. The task is: Predict which catalyst facilitates the given reaction. (1) Reactant: [ClH:1].C(OC([N:9]1[CH2:13][C@@H:12]([NH:14][C:15]2[CH:20]=[CH:19][C:18]([Br:21])=[CH:17][C:16]=2[N+:22]([O-:24])=[O:23])[CH2:11][C@H:10]1[CH2:25][OH:26])=O)(C)(C)C. Product: [ClH:1].[Br:21][C:18]1[CH:19]=[CH:20][C:15]([NH:14][C@@H:12]2[CH2:13][NH:9][C@H:10]([CH2:25][OH:26])[CH2:11]2)=[C:16]([N+:22]([O-:24])=[O:23])[CH:17]=1. The catalyst class is: 346. (2) Reactant: CC(C)[C@H]([NH:6][C@@H:7]([C:10]1[CH:15]=[CH:14][CH:13]=[CH:12][N:11]=1)[CH2:8][CH3:9])CO.CN.I(O)(=O)(=O)=O. Product: [N:11]1[CH:12]=[CH:13][CH:14]=[CH:15][C:10]=1[C@H:7]([NH2:6])[CH2:8][CH3:9]. The catalyst class is: 24. (3) Reactant: [F:1][C:2]([F:19])([F:18])[C:3]1[N:8]=[C:7]([N:9]2[CH2:13][C@@H:12]3[C@@H:14]([NH2:17])[CH2:15][CH2:16][C@@H:11]3[CH2:10]2)[CH:6]=[CH:5][CH:4]=1.[F:20][C:21]1[CH:26]=[CH:25][C:24]([N:27]=[C:28]=[O:29])=[CH:23][CH:22]=1. Product: [F:20][C:21]1[CH:26]=[CH:25][C:24]([NH:27][C:28]([NH:17][C@@H:14]2[C@@H:12]3[C@@H:11]([CH2:10][N:9]([C:7]4[CH:6]=[CH:5][CH:4]=[C:3]([C:2]([F:1])([F:18])[F:19])[N:8]=4)[CH2:13]3)[CH2:16][CH2:15]2)=[O:29])=[CH:23][CH:22]=1. The catalyst class is: 363.